The task is: Predict the product of the given reaction.. This data is from Forward reaction prediction with 1.9M reactions from USPTO patents (1976-2016). (1) The product is: [BrH:1].[CH3:32][C:10]1[CH:11]=[C:12]([N:15]2[CH2:20][CH2:19][CH2:18][N:17]([CH2:21][C:22]3[CH:30]=[CH:29][C:28]4[O:27][CH2:26][O:25][C:24]=4[CH:23]=3)[C:16]2=[O:31])[CH:13]=[CH:14][C:9]=1[O:8][C:5]1[CH:4]=[CH:3][C:2]([CH2:84][C:83](=[O:85])[C:80]2[CH:79]=[CH:78][C:77]([C:76]([F:75])([F:86])[F:87])=[CH:82][CH:81]=2)=[CH:7][N:6]=1. Given the reactants [Br:1][C:2]1[CH:3]=[CH:4][C:5]([O:8][C:9]2[CH:14]=[CH:13][C:12]([N:15]3[CH2:20][CH2:19][CH2:18][N:17]([CH2:21][C:22]4[CH:30]=[CH:29][C:28]5[O:27][CH2:26][O:25][C:24]=5[CH:23]=4)[C:16]3=[O:31])=[CH:11][C:10]=2[CH3:32])=[N:6][CH:7]=1.CC1(C)C2C(=C(P(C3C=CC=CC=3)C3C=CC=CC=3)C=CC=2)OC2C(P(C3C=CC=CC=3)C3C=CC=CC=3)=CC=CC1=2.[F:75][C:76]([F:87])([F:86])[C:77]1[CH:82]=[CH:81][C:80]([C:83](=[O:85])[CH3:84])=[CH:79][CH:78]=1.C[Si]([N-][Si](C)(C)C)(C)C.[K+].Br, predict the reaction product. (2) The product is: [C:1]([O:5][C:6](=[O:18])[NH:7][CH2:8][CH2:9][CH2:10][NH:11][C:12]1[S:13][C:20]([C:21](=[O:22])[C:23]2[CH:28]=[CH:27][CH:26]=[CH:25][C:24]=2[CH2:29][CH3:30])=[C:15]([CH3:16])[N:14]=1)([CH3:4])([CH3:2])[CH3:3]. Given the reactants [C:1]([O:5][C:6](=[O:18])[NH:7][CH2:8][CH2:9][CH2:10][NH:11][C:12]([N:14]=[C:15](N)[CH3:16])=[S:13])([CH3:4])([CH3:3])[CH3:2].Br[CH2:20][C:21]([C:23]1[CH:28]=[CH:27][CH:26]=[CH:25][C:24]=1[CH2:29][CH3:30])=[O:22].C(N(CC)CC)C, predict the reaction product. (3) Given the reactants [F:1][C:2]([F:7])([F:6])[C:3]([OH:5])=[O:4], predict the reaction product. The product is: [F:1][C:2]([F:7])([F:6])[C:3]([OH:5])=[O:4].[CH3:3][OH:4]. (4) The product is: [N:13]1[C:12]2[CH:11]=[CH:10][CH:9]=[C:8]([N:1]3[CH2:7][CH2:6][CH2:5][N:4]([C:17]([O:19][C:20]([CH3:23])([CH3:22])[CH3:21])=[O:18])[CH2:3][CH2:2]3)[C:16]=2[NH:15][CH:14]=1. Given the reactants [N:1]1([C:8]2[C:16]3[NH:15][CH:14]=[N:13][C:12]=3[CH:11]=[CH:10][CH:9]=2)[CH2:7][CH2:6][CH2:5][NH:4][CH2:3][CH2:2]1.[C:17](O[C:17]([O:19][C:20]([CH3:23])([CH3:22])[CH3:21])=[O:18])([O:19][C:20]([CH3:23])([CH3:22])[CH3:21])=[O:18].[OH-].[Na+], predict the reaction product. (5) Given the reactants [CH:1]1([N:7]2[CH2:13][C:12]([F:15])([F:14])[C:11](=[O:16])[N:10]([CH3:17])[C:9]3[CH:18]=[N:19][C:20]([NH:22][C:23]4[CH:31]=[CH:30][C:26]([C:27](O)=[O:28])=[CH:25][C:24]=4[O:32][CH3:33])=[N:21][C:8]2=3)[CH2:6][CH2:5][CH2:4][CH2:3][CH2:2]1.C([N:36](CC)CC)C.F[P-](F)(F)(F)(F)F.CN(C(N(C)C)=[N+]1C2C(=NC=CC=2)[N+]([O-])=N1)C.[Cl-].[NH4+], predict the reaction product. The product is: [CH:1]1([N:7]2[CH2:13][C:12]([F:14])([F:15])[C:11](=[O:16])[N:10]([CH3:17])[C:9]3[CH:18]=[N:19][C:20]([NH:22][C:23]4[CH:31]=[CH:30][C:26]([C:27]([NH2:36])=[O:28])=[CH:25][C:24]=4[O:32][CH3:33])=[N:21][C:8]2=3)[CH2:6][CH2:5][CH2:4][CH2:3][CH2:2]1. (6) Given the reactants I[C:2]1[CH:20]=[CH:19][C:5]([CH2:6][P:7](=[O:18])([O:13][C:14]([CH3:17])([CH3:16])[CH3:15])[O:8][C:9]([CH3:12])([CH3:11])[CH3:10])=[CH:4][CH:3]=1.C(=O)(O)[O-].[Na+].[CH2:26]([OH:29])[CH:27]=[CH2:28], predict the reaction product. The product is: [O:29]=[CH:26][CH2:27][CH2:28][C:2]1[CH:20]=[CH:19][C:5]([CH2:6][P:7](=[O:18])([O:13][C:14]([CH3:17])([CH3:16])[CH3:15])[O:8][C:9]([CH3:12])([CH3:11])[CH3:10])=[CH:4][CH:3]=1.